This data is from Reaction yield outcomes from USPTO patents with 853,638 reactions. The task is: Predict the reaction yield, written as a fraction of the theoretical maximum amount of product (1.0 means a 100% yield; for example, 0.34 means a 34% yield). (1) No catalyst specified. The reactants are Cl.[NH2:2][CH:3]([CH2:7][N:8]([CH3:10])[CH3:9])[C:4]([OH:6])=[O:5].[CH3:11]O. The product is [NH2:2][CH:3]([CH2:7][N:8]([CH3:10])[CH3:9])[C:4]([O:6][CH3:11])=[O:5]. The yield is 0.990. (2) The catalyst is ClCCl.C1CCC(P(C2CCCCC2)C2CCCCC2)CC1.C1CCC(P(C2CCCCC2)C2CCCCC2)CC1.C1C=CC(C=[Ru](Cl)Cl)=CC=1. The reactants are [OH:1][C@@:2]1([CH3:25])[CH2:7][CH2:6][C@H:5]2[C@H:8]3[C@H:18]([CH2:19][CH2:20][C@:3]12[CH3:4])[C@:16]1([CH3:17])[C:11](=[CH:12][C@@H:13]([OH:21])[CH2:14][CH2:15]1)[CH2:10][C@H:9]3[CH2:22][CH:23]=[CH2:24].[CH2:26]([O:28][C:29]([CH2:31][CH2:32][CH2:33][O:34][C:35]1[CH:42]=[CH:41][C:38](C=C)=[CH:37][CH:36]=1)=[O:30])[CH3:27]. The yield is 0.530. The product is [OH:1][C@@:2]1([CH3:25])[CH2:7][CH2:6][C@H:5]2[C@H:8]3[C@H:18]([CH2:19][CH2:20][C@:3]12[CH3:4])[C@:16]1([CH3:17])[C:11](=[CH:12][C:13](=[O:21])[CH2:14][CH2:15]1)[CH2:10][C@H:9]3[CH2:22][CH2:23][CH2:24][C:38]1[CH:37]=[CH:36][C:35]([O:34][CH2:33][CH2:32][CH2:31][C:29]([O:28][CH2:26][CH3:27])=[O:30])=[CH:42][CH:41]=1. (3) The reactants are [NH2:1][C:2]1[N:7]=[C:6]([N:8]2[CH2:13][CH2:12][N:11]([C:14]([O:16][C:17]([CH3:20])([CH3:19])[CH3:18])=[O:15])[CH2:10][CH2:9]2)[CH:5]=[CH:4][N:3]=1.C[Si]([N-][Si](C)(C)C)(C)C.[Na+].[F:31][C:32]([F:61])([F:60])[C:33]1[CH:34]=[C:35]([C:39]2[CH:40]=[CH:41][C:42]3[N:48]4[CH2:49][C@H:45]([CH2:46][CH2:47]4)[N:44]([C:50](OC4C=CC=CC=4)=[O:51])[C:43]=3[N:59]=2)[CH:36]=[CH:37][CH:38]=1. The catalyst is C1COCC1. The product is [F:60][C:32]([F:31])([F:61])[C:33]1[CH:34]=[C:35]([C:39]2[CH:40]=[CH:41][C:42]3[N:48]4[CH2:49][C@H:45]([CH2:46][CH2:47]4)[N:44]([C:50]([NH:1][C:2]4[N:7]=[C:6]([N:8]5[CH2:9][CH2:10][N:11]([C:14]([O:16][C:17]([CH3:20])([CH3:19])[CH3:18])=[O:15])[CH2:12][CH2:13]5)[CH:5]=[CH:4][N:3]=4)=[O:51])[C:43]=3[N:59]=2)[CH:36]=[CH:37][CH:38]=1. The yield is 0.370. (4) The yield is 0.620. The catalyst is Cl[Ni]1(Cl)[P](C2C=CC=CC=2)(C2C=CC=CC=2)CCC[P]1(C1C=CC=CC=1)C1C=CC=CC=1.C(OCC)C. The product is [CH2:9]([CH:11]([CH2:15][CH2:16][CH2:17][CH3:18])[CH2:12][C:2]1[CH:7]=[CH:6][CH:5]=[CH:4][C:3]=1[CH2:12][CH:11]([CH2:9][CH3:10])[CH2:15][CH2:16][CH2:17][CH3:18])[CH3:10]. The reactants are Cl[C:2]1[CH:7]=[CH:6][CH:5]=[CH:4][C:3]=1Cl.[CH2:9]([CH:11]([CH2:15][CH2:16][CH2:17][CH3:18])[CH2:12][Mg]Br)[CH3:10].Cl. (5) The reactants are [C:1]1([N:7]2[C:12](=[O:13])[C:11]3[S:14][CH:15]=[C:16]([C:17]4[CH:22]=[CH:21][CH:20]=[CH:19][CH:18]=4)[C:10]=3[N:9]=[CH:8]2)C=[CH:5][CH:4]=[CH:3][CH:2]=1.NC1C(C2C=CC=CC=2)=CSC=1C(OC)=[O:36].C(OCC)(OCC)OCC.O1CCC[C@@H]1CN. The catalyst is C(O)(=O)C. The product is [C:17]1([C:16]2[C:10]3[N:9]=[CH:8][N:7]([CH2:1][C@H:2]4[CH2:3][CH2:4][CH2:5][O:36]4)[C:12](=[O:13])[C:11]=3[S:14][CH:15]=2)[CH:22]=[CH:21][CH:20]=[CH:19][CH:18]=1. The yield is 0.724. (6) The reactants are [F:1][C:2]1[C:3]([NH:26][C:27]2[CH:32]=[CH:31][C:30]([I:33])=[CH:29][C:28]=2[F:34])=[C:4]([CH:12]=[C:13](/[CH:16]=[N:17]/[O:18][CH2:19][CH2:20][CH2:21][C:22](=[O:25])NC)[C:14]=1[F:15])[C:5]([NH:7][O:8][CH2:9][CH2:10][OH:11])=[O:6].ClC(Cl)C(O)=O. The catalyst is C(Cl)Cl. The product is [F:1][C:2]1[C:3]([NH:26][C:27]2[CH:32]=[CH:31][C:30]([I:33])=[CH:29][C:28]=2[F:34])=[C:4]([CH:12]=[C:13]([CH2:16][N:17]2[C:22](=[O:25])[CH2:21][CH2:20][CH2:19][O:18]2)[C:14]=1[F:15])[C:5]([NH:7][O:8][CH2:9][CH2:10][OH:11])=[O:6]. The yield is 0.910.